From a dataset of Reaction yield outcomes from USPTO patents with 853,638 reactions. Predict the reaction yield, written as a fraction of the theoretical maximum amount of product (1.0 means a 100% yield; for example, 0.34 means a 34% yield). (1) The reactants are [NH:1]([C:11]([O:13]C(C)(C)C)=O)[C@H:2]([C:8]([OH:10])=O)[CH2:3][CH2:4][C:5](=[O:7])[OH:6].C1C=CC=CC=1.C=[O:25].[C:26]1([CH3:36])[CH:31]=CC(S(O)(=O)=O)=C[CH:27]=1.CC[O:39][CH2:40]C. The catalyst is CC#N.O. The product is [C:26]([O:25][C:40]([C@H:11]1[NH:1][CH:2]([CH2:3][CH2:4][C:5]([OH:6])=[O:7])[C:8](=[O:10])[O:13]1)=[O:39])([CH3:36])([CH3:31])[CH3:27]. The yield is 0.843. (2) The reactants are C([N:8]1[C@@H:13]2[C@H:14]([C:16]3[NH:17][CH:18]=[C:19]([S:21][CH3:22])[CH:20]=3)[CH2:15][C@@:9]1([C:39]1[CH:44]=[CH:43][CH:42]=[CH:41][CH:40]=1)[C@H:10]([O:23][CH2:24][C:25]1[CH:30]=[C:29]([C:31]([F:34])([F:33])[F:32])[CH:28]=[C:27]([C:35]([F:38])([F:37])[F:36])[CH:26]=1)[CH2:11][CH2:12]2)C1C=CC=CC=1.Cl. The catalyst is C(OCC)C. The product is [F:38][C:35]([F:36])([F:37])[C:27]1[CH:26]=[C:25]([CH2:24][O:23][C@@H:10]2[CH2:11][CH2:12][C@@H:13]3[NH:8][C@@:9]2([C:39]2[CH:40]=[CH:41][CH:42]=[CH:43][CH:44]=2)[CH2:15][C@H:14]3[C:16]2[NH:17][CH:18]=[C:19]([S:21][CH3:22])[CH:20]=2)[CH:30]=[C:29]([C:31]([F:34])([F:32])[F:33])[CH:28]=1. The yield is 0.350. (3) The reactants are [CH:1]1([CH2:4][O:5][C:6]2[CH:25]=[CH:24][C:9]([C:10]([NH:12][C:13]3[CH:14]=[C:15]4[C:19](=[CH:20][CH:21]=3)[NH:18][C:17]([CH:22]=O)=[CH:16]4)=[O:11])=[CH:8][CH:7]=2)[CH2:3][CH2:2]1.[C:26](O)(=O)[CH3:27].[C:30](O[BH-](OC(=O)C)OC(=O)C)(=O)C.[Na+].[C:44](=[O:47])([O-])O.[Na+].[CH3:49][N:50](C=O)C. The catalyst is O1CCCC1. The product is [CH:1]1([CH2:4][O:5][C:6]2[CH:25]=[CH:24][C:9]([C:10]([NH:12][C:13]3[CH:14]=[C:15]4[C:19](=[CH:20][CH:21]=3)[NH:18][C:17]([CH2:22][NH:50][CH2:49][C:26]3([CH3:27])[CH2:44][O:47][CH2:30]3)=[CH:16]4)=[O:11])=[CH:8][CH:7]=2)[CH2:2][CH2:3]1. The yield is 0.640. (4) The reactants are [CH3:1][O:2][C:3](=[O:13])[CH2:4][CH2:5][CH2:6][CH2:7][CH:8]([OH:12])[C:9]([OH:11])=O.S(=[N:16][C:17]1[CH:22]=[CH:21][CH:20]=[CH:19][CH:18]=1)=O.N1C=NC=N1. The catalyst is C(Cl)Cl. The product is [CH3:1][O:2][C:3](=[O:13])[CH2:4][CH2:5][CH2:6][CH2:7][CH:8]([OH:12])[C:9](=[O:11])[NH:16][C:17]1[CH:22]=[CH:21][CH:20]=[CH:19][CH:18]=1. The yield is 0.840. (5) The reactants are CN1CCOCC1.ClC(OCC)=O.[C:14]([CH2:17][N:18]1[C:27]2[C:22](=[CH:23][CH:24]=[CH:25][CH:26]=2)[CH2:21][CH:20]([NH:28][C:29]([C:31]2[NH:35][C:34]3[S:36][C:37]([Cl:39])=[CH:38][C:33]=3[CH:32]=2)=[O:30])[C:19]1=[O:40])([OH:16])=O.O[N:42]=[C:43]([NH2:45])[CH3:44]. The catalyst is C1COCC1.CO.C(Cl)Cl. The product is [Cl:39][C:37]1[S:36][C:34]2[NH:35][C:31]([C:29]([NH:28][CH:20]3[CH2:21][C:22]4[C:27](=[CH:26][CH:25]=[CH:24][CH:23]=4)[N:18]([CH2:17][C:14]4[O:16][N:45]=[C:43]([CH3:44])[N:42]=4)[C:19]3=[O:40])=[O:30])=[CH:32][C:33]=2[CH:38]=1. The yield is 0.610. (6) The reactants are [F:1][C:2]([F:13])([F:12])[C:3]1[CH:11]=[CH:10][CH:9]=[CH:8][C:4]=1[C:5](Cl)=[O:6].[NH2:14][C:15]1[N:23]=[CH:22][CH:21]=[CH:20][C:16]=1[C:17](O)=[O:18].O. The product is [F:1][C:2]([F:13])([F:12])[C:3]1[CH:11]=[CH:10][CH:9]=[CH:8][C:4]=1[C:5]1[O:6][C:17](=[O:18])[C:16]2[CH:20]=[CH:21][CH:22]=[N:23][C:15]=2[N:14]=1. The yield is 0.600. The catalyst is N1C=CC=CC=1. (7) The reactants are [F:1][C:2]1[CH:3]=[C:4]([NH:19][C:20]([C:22]2[C:23](=[O:35])[N:24]([C:28]3[CH:33]=[CH:32][C:31]([F:34])=[CH:30][CH:29]=3)[N:25]=[CH:26][CH:27]=2)=[O:21])[CH:5]=[CH:6][C:7]=1[O:8][C:9]1[CH:14]=[CH:13][N:12]=[C:11]2[CH:15]=[C:16](I)[S:17][C:10]=12.[CH3:36][N:37]1[CH:41]=[CH:40][N:39]=[C:38]1[Sn](CCCC)(CCCC)CCCC. The catalyst is C1C=CC([P]([Pd]([P](C2C=CC=CC=2)(C2C=CC=CC=2)C2C=CC=CC=2)([P](C2C=CC=CC=2)(C2C=CC=CC=2)C2C=CC=CC=2)[P](C2C=CC=CC=2)(C2C=CC=CC=2)C2C=CC=CC=2)(C2C=CC=CC=2)C2C=CC=CC=2)=CC=1.C1(C)C=CC=CC=1. The product is [F:1][C:2]1[CH:3]=[C:4]([NH:19][C:20]([C:22]2[C:23](=[O:35])[N:24]([C:28]3[CH:33]=[CH:32][C:31]([F:34])=[CH:30][CH:29]=3)[N:25]=[CH:26][CH:27]=2)=[O:21])[CH:5]=[CH:6][C:7]=1[O:8][C:9]1[CH:14]=[CH:13][N:12]=[C:11]2[CH:15]=[C:16]([C:38]3[N:37]([CH3:36])[CH:41]=[CH:40][N:39]=3)[S:17][C:10]=12. The yield is 0.752. (8) The reactants are [CH3:1][C:2]1[CH:7]=[CH:6][C:5]([S:8]([O:11][CH2:12][CH:13]([OH:18])[CH2:14][N:15]=[N+:16]=[N-:17])(=[O:10])=[O:9])=[CH:4][CH:3]=1.[C:19](OC(=O)C)(=[O:21])[CH3:20]. The catalyst is C(Cl)Cl.CN(C1C=CN=CC=1)C. The product is [C:19]([O:18][CH:13]([CH2:12][O:11][S:8]([C:5]1[CH:6]=[CH:7][C:2]([CH3:1])=[CH:3][CH:4]=1)(=[O:9])=[O:10])[CH2:14][N:15]=[N+:16]=[N-:17])(=[O:21])[CH3:20]. The yield is 0.988.